From a dataset of Forward reaction prediction with 1.9M reactions from USPTO patents (1976-2016). Predict the product of the given reaction. (1) Given the reactants [Cl:1][C:2]1[CH:10]=[CH:9][CH:8]=[C:7]2[C:3]=1[CH:4]=[CH:5][N:6]2[CH2:11][CH:12]1[CH2:16][CH2:15][CH2:14][O:13]1.[F:17][C:18]([F:29])([F:28])[C:19](O[C:19](=[O:20])[C:18]([F:29])([F:28])[F:17])=[O:20], predict the reaction product. The product is: [Cl:1][C:2]1[CH:10]=[CH:9][CH:8]=[C:7]2[C:3]=1[C:4]([C:19](=[O:20])[C:18]([F:29])([F:28])[F:17])=[CH:5][N:6]2[CH2:11][CH:12]1[CH2:16][CH2:15][CH2:14][O:13]1. (2) Given the reactants [CH3:1][NH:2][CH:3]1[CH2:16][C:15]2[C:6]([CH3:25])([CH:7]3[CH:12]([CH2:13][CH:14]=2)[CH:11]2[CH2:17][CH2:18][CH:19]4[CH:20]([CH3:24])[N:21]([CH3:23])[CH2:22][C:10]24[CH2:9][CH2:8]3)[CH2:5][CH2:4]1.[C:26]([N:33]([CH3:41])[C@@H:34]([C:38]([OH:40])=O)[CH:35]([CH3:37])[CH3:36])([O:28][C:29]([CH3:32])([CH3:31])[CH3:30])=[O:27].Cl.CN(C)CCCN=C=NCC.ON1C2C=CC=CC=2N=N1, predict the reaction product. The product is: [C:29]([O:28][C:26](=[O:27])[N:33]([CH3:41])[CH:34]([C:38](=[O:40])[N:2]([CH3:1])[CH:3]1[CH2:16][C:15]2[C:6]([CH3:25])([CH:7]3[CH:12]([CH2:13][CH:14]=2)[CH:11]2[CH2:17][CH2:18][CH:19]4[CH:20]([CH3:24])[N:21]([CH3:23])[CH2:22][C:10]24[CH2:9][CH2:8]3)[CH2:5][CH2:4]1)[CH:35]([CH3:36])[CH3:37])([CH3:30])([CH3:31])[CH3:32]. (3) The product is: [O:23]1[C:24]2[CH:30]=[CH:29][CH:28]=[CH:27][C:25]=2[N:26]=[C:22]1[S:21][CH2:2][CH2:3][CH2:4][CH2:5][CH2:6][CH2:7][CH2:8][CH2:9][C:10]([NH:12][C:13]1[C:14]([S:19][CH3:20])=[N:15][CH:16]=[CH:17][CH:18]=1)=[O:11]. Given the reactants Br[CH2:2][CH2:3][CH2:4][CH2:5][CH2:6][CH2:7][CH2:8][CH2:9][C:10]([NH:12][C:13]1[C:14]([S:19][CH3:20])=[N:15][CH:16]=[CH:17][CH:18]=1)=[O:11].[SH:21][C:22]1[O:23][C:24]2[CH:30]=[CH:29][CH:28]=[CH:27][C:25]=2[N:26]=1.C(=O)([O-])[O-].[K+].[K+].C1OCCOCCOCCOCCOCCOC1, predict the reaction product. (4) The product is: [N+:1]([C:4]1[CH:12]=[CH:11][C:7]([C:8]([NH:14][CH2:15][C:16]2[CH:17]=[CH:18][C:19]([S:22](=[O:24])(=[O:23])[NH2:25])=[CH:20][CH:21]=2)=[O:9])=[CH:6][CH:5]=1)([O-:3])=[O:2]. Given the reactants [N+:1]([C:4]1[CH:12]=[CH:11][C:7]([C:8](Cl)=[O:9])=[CH:6][CH:5]=1)([O-:3])=[O:2].Cl.[NH2:14][CH2:15][C:16]1[CH:21]=[CH:20][C:19]([S:22]([NH2:25])(=[O:24])=[O:23])=[CH:18][CH:17]=1.C(N(CC)CC)C.O, predict the reaction product. (5) Given the reactants [S:1]1[CH2:6][CH2:5][CH2:4][S:3][CH2:2]1.C([Li])CCC.[CH2:12]([Si:16]([C:24]1[CH:29]=[CH:28][CH:27]=[CH:26][CH:25]=1)([C:18]1[CH:23]=[CH:22][CH:21]=[CH:20][CH:19]=1)F)[CH2:13][CH:14]=[CH2:15], predict the reaction product. The product is: [CH2:12]([Si:16]([CH:2]1[S:3][CH2:4][CH2:5][CH2:6][S:1]1)([C:24]1[CH:29]=[CH:28][CH:27]=[CH:26][CH:25]=1)[C:18]1[CH:19]=[CH:20][CH:21]=[CH:22][CH:23]=1)[CH2:13][CH:14]=[CH2:15]. (6) Given the reactants [CH2:1]([O:8][C:9]([N:11]1[CH2:15][CH2:14][CH:13]([CH:16]([N:22]=[N+]=[N-])[C:17]2[O:18][CH:19]=[CH:20][N:21]=2)[CH2:12]1)=[O:10])[C:2]1[CH:7]=[CH:6][CH:5]=[CH:4][CH:3]=1.C1(P(C2C=CC=CC=2)C2C=CC=CC=2)C=CC=CC=1.O, predict the reaction product. The product is: [CH2:1]([O:8][C:9]([N:11]1[CH2:15][CH2:14][CH:13]([CH:16]([NH2:22])[C:17]2[O:18][CH:19]=[CH:20][N:21]=2)[CH2:12]1)=[O:10])[C:2]1[CH:7]=[CH:6][CH:5]=[CH:4][CH:3]=1. (7) The product is: [CH2:1]([C:3]1[CH:8]=[C:7]([C:9]([F:12])([F:10])[F:11])[N:6]=[C:5]([CH:13]=[O:14])[CH:4]=1)[CH3:2]. Given the reactants [CH2:1]([C:3]1[CH:8]=[C:7]([C:9]([F:12])([F:11])[F:10])[N:6]=[C:5]([CH2:13][OH:14])[CH:4]=1)[CH3:2].CC(OI1(OC(C)=O)(OC(C)=O)OC(=O)C2C=CC=CC1=2)=O, predict the reaction product. (8) Given the reactants CO[C:3]([C:5]1[CH:10]=[CH:9][N:8]2[CH:11]=[CH:12][N:13]=[C:7]2[CH:6]=1)=[O:4].[CH3:14][N:15](C)[OH:16].[CH3:18][Al](C)C.CCCCCC, predict the reaction product. The product is: [CH3:18][O:16][N:15]([CH3:14])[C:3]([C:5]1[CH:10]=[CH:9][N:8]2[CH:11]=[CH:12][N:13]=[C:7]2[CH:6]=1)=[O:4]. (9) Given the reactants [Cl:1][C:2]1[C:7]([C:8]2[C:9](=[O:31])[N:10]([CH2:29][CH3:30])[C:11]3[C:16]([CH:17]=2)=[CH:15][N:14]=[C:13]([N:18](CC2C=CC(OC)=CC=2)[CH3:19])[CH:12]=3)=[CH:6][C:5]([NH:32][C:33]([NH:35][C:36]2[CH:41]=[CH:40][CH:39]=[C:38]([CH2:42][N:43]3[CH2:48][CH2:47][N:46]([CH3:49])[CH2:45][CH2:44]3)[CH:37]=2)=[O:34])=[C:4]([F:50])[CH:3]=1.C1(OC)C=CC=CC=1, predict the reaction product. The product is: [Cl:1][C:2]1[C:7]([C:8]2[C:9](=[O:31])[N:10]([CH2:29][CH3:30])[C:11]3[C:16]([CH:17]=2)=[CH:15][N:14]=[C:13]([NH:18][CH3:19])[CH:12]=3)=[CH:6][C:5]([NH:32][C:33]([NH:35][C:36]2[CH:41]=[CH:40][CH:39]=[C:38]([CH2:42][N:43]3[CH2:44][CH2:45][N:46]([CH3:49])[CH2:47][CH2:48]3)[CH:37]=2)=[O:34])=[C:4]([F:50])[CH:3]=1.